From a dataset of Retrosynthesis with 50K atom-mapped reactions and 10 reaction types from USPTO. Predict the reactants needed to synthesize the given product. (1) The reactants are: COC(=O)COCCCCN1C(=O)CC[C@H]1CCC(=O)Cc1cccc(Cl)c1. Given the product COC(=O)COCCCCN1C(=O)CC[C@H]1CCC(O)Cc1cccc(Cl)c1, predict the reactants needed to synthesize it. (2) Given the product CCCCN1Cc2cc(Nc3cnccc3-c3ccccc3)ccc2C1=O, predict the reactants needed to synthesize it. The reactants are: Brc1cnccc1-c1ccccc1.CCCCN1Cc2cc(N)ccc2C1=O.